Task: Predict which catalyst facilitates the given reaction.. Dataset: Catalyst prediction with 721,799 reactions and 888 catalyst types from USPTO (1) Reactant: CCN(C(C)C)C(C)C.C1C=CC2N(O)N=NC=2C=1.CCN=C=NCCCN(C)C.[OH:31][C:32]1[CH:33]=[C:34]([C:38]2[O:42][N:41]=[C:40]([C:43]([OH:45])=O)[CH:39]=2)[CH:35]=[CH:36][CH:37]=1.OC1C=C(C(=O)C)C=CC=1.Cl.[NH2:57][CH2:58][C:59]([N:61]1[CH2:66][CH2:65][N:64]([C:67](=[O:79])[C:68]2[CH:73]=[C:72]([F:74])[CH:71]=[CH:70][C:69]=2[C:75]([F:78])([F:77])[F:76])[CH2:63][CH2:62]1)=[O:60].FC1C=CC(C(F)(F)F)=C(C=1)C(O)=O. Product: [F:74][C:72]1[CH:71]=[CH:70][C:69]([C:75]([F:77])([F:76])[F:78])=[C:68]([CH:73]=1)[C:67]([N:64]1[CH2:65][CH2:66][N:61]([C:59](=[O:60])[CH2:58][NH:57][C:43]([C:40]2[CH:39]=[C:38]([C:34]3[CH:35]=[CH:36][CH:37]=[C:32]([OH:31])[CH:33]=3)[O:42][N:41]=2)=[O:45])[CH2:62][CH2:63]1)=[O:79]. The catalyst class is: 18. (2) Reactant: [C:1]([O:5][C:6](=[O:31])[CH2:7][N:8]1[C:12]2[CH:13]=[CH:14][CH:15]=[C:16]([NH:17][S:18]([C:21]3[CH:26]=[CH:25][CH:24]=[C:23]([F:27])[CH:22]=3)(=[O:20])=[O:19])[C:11]=2[N:10]=[C:9]1[CH2:28][CH2:29][CH3:30])([CH3:4])([CH3:3])[CH3:2].C([O-])([O-])=O.[K+].[K+].[CH2:38](Br)[C:39]1[CH:44]=[CH:43][CH:42]=[CH:41][CH:40]=1. Product: [C:1]([O:5][C:6](=[O:31])[CH2:7][N:8]1[C:12]2[CH:13]=[CH:14][CH:15]=[C:16]([N:17]([CH2:38][C:39]3[CH:44]=[CH:43][CH:42]=[CH:41][CH:40]=3)[S:18]([C:21]3[CH:26]=[CH:25][CH:24]=[C:23]([F:27])[CH:22]=3)(=[O:19])=[O:20])[C:11]=2[N:10]=[C:9]1[CH2:28][CH2:29][CH3:30])([CH3:4])([CH3:3])[CH3:2]. The catalyst class is: 3.